From a dataset of Reaction yield outcomes from USPTO patents with 853,638 reactions. Predict the reaction yield, written as a fraction of the theoretical maximum amount of product (1.0 means a 100% yield; for example, 0.34 means a 34% yield). (1) The reactants are [Br:1][C:2]1[C:7]([F:8])=[CH:6][CH:5]=[C:4]([CH3:9])[N:3]=1.[OH2:10].[Mn]([O-])(=O)(=O)=[O:12].[K+]. The catalyst is N1C=CC=CC=1. The product is [Br:1][C:2]1[N:3]=[C:4]([C:9]([OH:12])=[O:10])[CH:5]=[CH:6][C:7]=1[F:8]. The yield is 0.170. (2) The reactants are [I:1][C:2]1[C:3](=[O:17])[NH:4][C:5](=[O:16])[N:6]([CH:15]=1)[C@@H:7]1[O:14][C@H:11]([CH2:12][OH:13])[C@@H:9]([OH:10])[CH2:8]1.N1C=CN=C1.[CH3:23][C:24]([Si:27](Cl)([CH3:29])[CH3:28])([CH3:26])[CH3:25]. The catalyst is CN(C)C=O. The product is [Si:27]([O:13][CH2:12][C@H:11]1[O:14][C@@H:7]([N:6]2[CH:15]=[C:2]([I:1])[C:3](=[O:17])[NH:4][C:5]2=[O:16])[CH2:8][C@@H:9]1[OH:10])([C:24]([CH3:26])([CH3:25])[CH3:23])([CH3:29])[CH3:28]. The yield is 0.900. (3) The reactants are CC1(C)C(C)(C)OB([C:9]2[CH:31]=[N:30][C:12]3[N:13]([CH2:22][O:23][CH2:24][CH2:25][Si:26]([CH3:29])([CH3:28])[CH3:27])[C:14]4[CH:19]=[N:18][C:17]([C:20]#[N:21])=[CH:16][C:15]=4[C:11]=3[CH:10]=2)O1.Br[C:34]1[CH:49]=[CH:48][C:37]([CH2:38][N:39]2[CH:44]3[CH2:45][CH2:46][CH:40]2[CH2:41][CH:42]([OH:47])[CH2:43]3)=[CH:36][CH:35]=1.C(=O)([O-])[O-].[Cs+].[Cs+].O. The catalyst is COCCOC.C1C=CC([P]([Pd]([P](C2C=CC=CC=2)(C2C=CC=CC=2)C2C=CC=CC=2)([P](C2C=CC=CC=2)(C2C=CC=CC=2)C2C=CC=CC=2)[P](C2C=CC=CC=2)(C2C=CC=CC=2)C2C=CC=CC=2)(C2C=CC=CC=2)C2C=CC=CC=2)=CC=1. The product is [OH:47][CH:42]1[CH2:41][CH:40]2[N:39]([CH2:38][C:37]3[CH:36]=[CH:35][C:34]([C:9]4[CH:31]=[N:30][C:12]5[N:13]([CH2:22][O:23][CH2:24][CH2:25][Si:26]([CH3:29])([CH3:27])[CH3:28])[C:14]6[CH:19]=[N:18][C:17]([C:20]#[N:21])=[CH:16][C:15]=6[C:11]=5[CH:10]=4)=[CH:49][CH:48]=3)[CH:44]([CH2:45][CH2:46]2)[CH2:43]1. The yield is 0.600. (4) The reactants are [Br:1][C:2]1[CH:10]=[CH:9][C:8]([Cl:11])=[CH:7][C:3]=1[C:4]([OH:6])=O.C(Cl)(=O)C(Cl)=O.C(N(CC)CC)C.[NH2:25][C:26]([CH3:30])([CH3:29])[CH2:27]O.Cl.S(Cl)(Cl)=O.C(=O)(O)[O-].[Na+].[OH-].[Na+]. The yield is 0.620. The product is [Br:1][C:2]1[CH:10]=[CH:9][C:8]([Cl:11])=[CH:7][C:3]=1[C:4]1[O:6][CH2:27][C:26]([CH3:30])([CH3:29])[N:25]=1. The catalyst is C(Cl)Cl.CN(C)C=O.